This data is from Full USPTO retrosynthesis dataset with 1.9M reactions from patents (1976-2016). The task is: Predict the reactants needed to synthesize the given product. (1) Given the product [CH3:44][O:45][C:46](=[O:63])[C@@H:47]([NH:62][C:23]([CH:22]1[CH2:21][C:20]2[CH:19]=[C:18]3[C:13]([O:14][C@@H:15]([C:27]4[CH:32]=[CH:31][C:30]([O:33][CH2:34][C:35]5[CH:40]=[CH:39][C:38]([Cl:41])=[C:37]([Cl:42])[CH:36]=5)=[CH:29][CH:28]=4)[C:16](=[O:26])[NH:17]3)=[CH:12][C:11]=2[CH2:10][N:9]1[C:1](=[O:8])[C:2]1[CH:3]=[CH:4][CH:5]=[CH:6][CH:7]=1)=[O:24])[CH2:48][C:49]1[CH:54]=[CH:53][C:52]([C:55]2[CH:60]=[CH:59][C:58]([Cl:61])=[CH:57][CH:56]=2)=[CH:51][CH:50]=1, predict the reactants needed to synthesize it. The reactants are: [C:1]([N:9]1[CH:22]([C:23](O)=[O:24])[CH2:21][C:20]2[CH:19]=[C:18]3[C:13]([O:14][C@@H:15]([C:27]4[CH:32]=[CH:31][C:30]([O:33][CH2:34][C:35]5[CH:40]=[CH:39][C:38]([Cl:41])=[C:37]([Cl:42])[CH:36]=5)=[CH:29][CH:28]=4)[C:16](=[O:26])[NH:17]3)=[CH:12][C:11]=2[CH2:10]1)(=[O:8])[C:2]1[CH:7]=[CH:6][CH:5]=[CH:4][CH:3]=1.Cl.[CH3:44][O:45][C:46](=[O:63])[C@@H:47]([NH2:62])[CH2:48][C:49]1[CH:54]=[CH:53][C:52]([C:55]2[CH:60]=[CH:59][C:58]([Cl:61])=[CH:57][CH:56]=2)=[CH:51][CH:50]=1. (2) Given the product [N:1]1([CH2:6][CH2:7][CH2:8][NH:9][C:10]([C:12]2[CH:13]=[CH:14][C:15]([NH2:18])=[CH:16][CH:17]=2)=[O:11])[CH:5]=[CH:4][N:3]=[CH:2]1, predict the reactants needed to synthesize it. The reactants are: [N:1]1([CH2:6][CH2:7][CH2:8][NH:9][C:10]([C:12]2[CH:17]=[CH:16][C:15]([N+:18]([O-])=O)=[CH:14][CH:13]=2)=[O:11])[CH:5]=[CH:4][N:3]=[CH:2]1. (3) Given the product [Cl:1][C:2]1[CH:3]=[C:4]([O:19][CH2:20][CH:21]=[C:22]([Cl:24])[Cl:23])[CH:5]=[C:6]([Cl:18])[C:7]=1[O:8][CH2:9][CH2:10][CH2:11][CH2:12][CH2:13][O:14][CH2:15][C:16](=[O:26])[CH3:17], predict the reactants needed to synthesize it. The reactants are: [Cl:1][C:2]1[CH:3]=[C:4]([O:19][CH2:20][CH:21]=[C:22]([Cl:24])[Cl:23])[CH:5]=[C:6]([Cl:18])[C:7]=1[O:8][CH2:9][CH2:10][CH2:11][CH2:12][CH2:13][O:14][CH2:15][CH:16]=[CH2:17].S(=O)(=O)(O)[OH:26]. (4) Given the product [F:20][C:21]1[CH:26]=[CH:25][C:24]([C:27]2[O:28][C:29]3[CH:39]=[C:38]([N:40]([CH3:45])[S:41]([CH3:44])(=[O:42])=[O:43])[C:37]([C:2]4[N:3]=[C:4]5[C:9](=[N:10][CH:11]=4)[N:8]=[CH:7][N:6]([C:12]4[CH:17]=[CH:16][CH:15]=[C:14]([F:18])[CH:13]=4)[C:5]5=[O:19])=[CH:36][C:30]=3[C:31]=2[C:32]([NH:34][CH3:35])=[O:33])=[CH:23][CH:22]=1, predict the reactants needed to synthesize it. The reactants are: Br[C:2]1[N:3]=[C:4]2[C:9](=[N:10][CH:11]=1)[N:8]=[CH:7][N:6]([C:12]1[CH:17]=[CH:16][CH:15]=[C:14]([F:18])[CH:13]=1)[C:5]2=[O:19].[F:20][C:21]1[CH:26]=[CH:25][C:24]([C:27]2[O:28][C:29]3[CH:39]=[C:38]([N:40]([CH3:45])[S:41]([CH3:44])(=[O:43])=[O:42])[C:37](B4OC(C)(C)C(C)(C)O4)=[CH:36][C:30]=3[C:31]=2[C:32]([NH:34][CH3:35])=[O:33])=[CH:23][CH:22]=1.C([O-])([O-])=O.[Na+].[Na+].